This data is from Reaction yield outcomes from USPTO patents with 853,638 reactions. The task is: Predict the reaction yield, written as a fraction of the theoretical maximum amount of product (1.0 means a 100% yield; for example, 0.34 means a 34% yield). (1) The reactants are [Cl:1][C:2]1[CH:23]=[CH:22][C:5]2[N:6]([CH2:13][C:14]3[CH:19]=[CH:18][C:17]([O:20][CH3:21])=[CH:16][CH:15]=3)[C:7](=[O:12])[CH2:8][NH:9][C:10](=O)[C:4]=2[CH:3]=1.O=P(Cl)(Cl)[Cl:26]. The catalyst is C1(C)C=CC=CC=1. The product is [Cl:26][C:10]1[C:4]2[CH:3]=[C:2]([Cl:1])[CH:23]=[CH:22][C:5]=2[N:6]([CH2:13][C:14]2[CH:19]=[CH:18][C:17]([O:20][CH3:21])=[CH:16][CH:15]=2)[C:7](=[O:12])[CH2:8][N:9]=1. The yield is 0.875. (2) The reactants are [CH3:1][Si:2]([CH3:10])([CH3:9])[O:3][C:4]([CH3:8])([C:6]#[CH:7])[CH3:5].[Li]CCCC.CON(C)[C:19](=[O:26])[C:20]1[CH:25]=[CH:24][N:23]=[CH:22][CH:21]=1. The catalyst is C1COCC1. The product is [CH3:5][C:4]([O:3][Si:2]([CH3:10])([CH3:9])[CH3:1])([CH3:8])[C:6]#[C:7][C:19]([C:20]1[CH:25]=[CH:24][N:23]=[CH:22][CH:21]=1)=[O:26]. The yield is 0.270. (3) The reactants are [Cl:1][C:2]1[CH:3]=[C:4]2[C:12](=[C:13]([N+:15]([O-])=O)[CH:14]=1)[NH:11][C:10]1[CH:9]=[N:8][CH:7]=[C:6]([NH:18][C:19](=[O:24])[C:20]([F:23])([F:22])[F:21])[C:5]2=1. The catalyst is CO. The product is [NH2:15][C:13]1[CH:14]=[C:2]([Cl:1])[CH:3]=[C:4]2[C:12]=1[NH:11][C:10]1[CH:9]=[N:8][CH:7]=[C:6]([NH:18][C:19](=[O:24])[C:20]([F:23])([F:22])[F:21])[C:5]2=1. The yield is 0.950. (4) The reactants are [CH:1]1([CH:7]([OH:38])[CH2:8][N:9]2[C:14](=[O:15])[C:13]([CH2:16][C:17]3[CH:22]=[CH:21][C:20]([C:23]4[C:24]([C:29]#[N:30])=[CH:25][CH:26]=[CH:27][CH:28]=4)=[CH:19][CH:18]=3)=[C:12]([CH2:31][CH2:32][CH3:33])[N:11]3[N:34]=[C:35]([CH3:37])[N:36]=[C:10]23)[CH2:6][CH2:5][CH2:4][CH2:3][CH2:2]1.N1C(C)=CC=CC=1C.FC(F)(F)S(O[Si:53]([C:56]([CH3:59])([CH3:58])[CH3:57])([CH3:55])[CH3:54])(=O)=O. The catalyst is O1CCCC1.C(OCC)(=O)C. The product is [Si:53]([O:38][CH:7]([CH:1]1[CH2:6][CH2:5][CH2:4][CH2:3][CH2:2]1)[CH2:8][N:9]1[C:14](=[O:15])[C:13]([CH2:16][C:17]2[CH:22]=[CH:21][C:20]([C:23]3[C:24]([C:29]#[N:30])=[CH:25][CH:26]=[CH:27][CH:28]=3)=[CH:19][CH:18]=2)=[C:12]([CH2:31][CH2:32][CH3:33])[N:11]2[N:34]=[C:35]([CH3:37])[N:36]=[C:10]12)([C:56]([CH3:59])([CH3:58])[CH3:57])([CH3:55])[CH3:54]. The yield is 0.750. (5) The reactants are [CH3:1][C:2]1[CH:3]=[CH:4][C:5]([O:10][CH2:11][C:12]2[CH:17]=[CH:16][C:15]([F:18])=[CH:14][CH:13]=2)=[C:6]([CH:9]=1)[CH:7]=[O:8].[CH:19]([C:21]([CH3:23])=[O:22])=[CH2:20].C(N(CC)CC)C. The catalyst is C(O)C.CCOC(C)=O. The product is [CH3:1][C:2]1[CH:3]=[CH:4][C:5]([O:10][CH2:11][C:12]2[CH:13]=[CH:14][C:15]([F:18])=[CH:16][CH:17]=2)=[C:6]([C:7](=[O:8])[CH2:20][CH2:19][C:21](=[O:22])[CH3:23])[CH:9]=1. The yield is 0.350. (6) The reactants are [Cl-].Cl[CH2:3][CH2:4][NH+:5]([CH2:15][CH2:16]Cl)[CH2:6][CH2:7][CH2:8][C:9]1[CH:14]=[CH:13][CH:12]=[CH:11][CH:10]=1.C(=O)([O-])[O-].[K+].[K+].[I-].[Na+].Cl.[CH2:27]([O:34][C:35]1[CH:40]=[CH:39][C:38]([CH2:41][CH2:42][NH2:43])=[CH:37][C:36]=1[O:44][CH3:45])[C:28]1[CH:33]=[CH:32][CH:31]=[CH:30][CH:29]=1. The catalyst is CN(C)C=O.C(OCC)(=O)C.O. The product is [CH2:27]([O:34][C:35]1[CH:40]=[CH:39][C:38]([CH2:41][CH2:42][N:43]2[CH2:16][CH2:15][N:5]([CH2:6][CH2:7][CH2:8][C:9]3[CH:14]=[CH:13][CH:12]=[CH:11][CH:10]=3)[CH2:4][CH2:3]2)=[CH:37][C:36]=1[O:44][CH3:45])[C:28]1[CH:33]=[CH:32][CH:31]=[CH:30][CH:29]=1. The yield is 0.830. (7) The reactants are [C:1]([O:5][C:6](=[O:23])[N:7]([CH2:12][CH2:13][C:14]1[CH:19]=[CH:18][C:17]([Cl:20])=[C:16]([CH2:21][OH:22])[CH:15]=1)[CH2:8][CH:9]([F:11])[F:10])([CH3:4])([CH3:3])[CH3:2]. The catalyst is CC#N.O=[Mn]=O. The product is [C:1]([O:5][C:6](=[O:23])[N:7]([CH2:12][CH2:13][C:14]1[CH:19]=[CH:18][C:17]([Cl:20])=[C:16]([CH:21]=[O:22])[CH:15]=1)[CH2:8][CH:9]([F:11])[F:10])([CH3:4])([CH3:2])[CH3:3]. The yield is 0.940. (8) The reactants are [Cu][C:2]#[N:3].Br[C:5]1[CH:10]=[CH:9][C:8]([C:11]2[C:12](=[O:20])[NH:13][C:14]3([CH2:19][CH2:18][CH2:17][CH2:16]3)[N:15]=2)=[CH:7][CH:6]=1.O.C(OCC)(=O)C. The catalyst is CN1C(=O)CCC1. The product is [O:20]=[C:12]1[NH:13][C:14]2([CH2:16][CH2:17][CH2:18][CH2:19]2)[N:15]=[C:11]1[C:8]1[CH:9]=[CH:10][C:5]([C:2]#[N:3])=[CH:6][CH:7]=1. The yield is 0.400. (9) The reactants are [Cl:1][C:2]1[N:7]=[C:6](/[CH:8]=[C:9](/[C:11]2[CH:12]=[C:13]([NH:17][S:18]([C:21]3[C:26]([F:27])=[CH:25][CH:24]=[CH:23][C:22]=3F)(=[O:20])=[O:19])[CH:14]=[CH:15][CH:16]=2)\[OH:10])[CH:5]=[CH:4][N:3]=1.[F:29]C1C=CC(F)=CC=1S(NC1C=C(C=CC=1)C(OC)=O)(=O)=O.ClC1N=C(C)C=CN=1. No catalyst specified. The product is [Cl:1][C:2]1[N:7]=[C:6](/[CH:8]=[C:9](/[C:11]2[CH:12]=[C:13]([NH:17][S:18]([C:21]3[CH:22]=[C:23]([F:29])[CH:24]=[CH:25][C:26]=3[F:27])(=[O:19])=[O:20])[CH:14]=[CH:15][CH:16]=2)\[OH:10])[CH:5]=[CH:4][N:3]=1. The yield is 0.853. (10) The reactants are Cl.[CH3:2][O:3][C:4]1[CH:5]=[C:6]([CH:8]=[CH:9][C:10]=1[C:11]1[CH:16]=[C:15]([CH3:17])[N:14]=[N:13][CH:12]=1)[NH2:7].[C:18](N1C=CC=CC1=O)(N1C=CC=CC1=O)=[S:19]. The catalyst is ClCCl. The product is [N:7]([C:6]1[CH:8]=[CH:9][C:10]([C:11]2[CH:16]=[C:15]([CH3:17])[N:14]=[N:13][CH:12]=2)=[C:4]([O:3][CH3:2])[CH:5]=1)=[C:18]=[S:19]. The yield is 0.707.